From a dataset of Reaction yield outcomes from USPTO patents with 853,638 reactions. Predict the reaction yield, written as a fraction of the theoretical maximum amount of product (1.0 means a 100% yield; for example, 0.34 means a 34% yield). The reactants are [O:1]=[S:2]1(=[O:18])[C:7]2[CH:8]=[C:9]([NH:12]S(C)(=O)=O)[CH:10]=[CH:11][C:6]=2[NH:5]C(=O)[NH:3]1.[OH-].[Na+].C(=O)([O-])[O-].[Na+].[Na+].NC1C=CC(NS(C)(=O)=O)=CC=1S(N)(=O)=O. The catalyst is S(=O)(=O)(O)O. The product is [NH2:5][C:6]1[CH:11]=[CH:10][C:9]([NH2:12])=[CH:8][C:7]=1[S:2]([NH2:3])(=[O:1])=[O:18]. The yield is 0.750.